From a dataset of Reaction yield outcomes from USPTO patents with 853,638 reactions. Predict the reaction yield, written as a fraction of the theoretical maximum amount of product (1.0 means a 100% yield; for example, 0.34 means a 34% yield). (1) The reactants are [O:1]=[C:2]1[C:10]2([CH2:14][O:13][C:12]3[CH:15]=[C:16]4[C:20](=[CH:21][C:11]2=3)[CH2:19][CH2:18][O:17]4)[C:9]2[C:4](=[CH:5][CH:6]=[CH:7][CH:8]=2)[N:3]1[CH2:22][C:23]1[O:24][CH:25]=[C:26]([C:28]([O:30]C)=[O:29])[N:27]=1.[OH-].[Na+]. The catalyst is O.CO. The product is [O:1]=[C:2]1[C:10]2([CH2:14][O:13][C:12]3[CH:15]=[C:16]4[C:20](=[CH:21][C:11]2=3)[CH2:19][CH2:18][O:17]4)[C:9]2[C:4](=[CH:5][CH:6]=[CH:7][CH:8]=2)[N:3]1[CH2:22][C:23]1[O:24][CH:25]=[C:26]([C:28]([OH:30])=[O:29])[N:27]=1. The yield is 0.750. (2) The reactants are [NH2:1][C:2]1[CH:9]=[CH:8][CH:7]=[CH:6][C:3]=1[CH2:4]O.[BrH:10].[C:11]1([P:17]([C:24]2[CH:29]=[CH:28][CH:27]=[CH:26][CH:25]=2)[C:18]2[CH:23]=[CH:22][CH:21]=[CH:20][CH:19]=2)[CH:16]=[CH:15][CH:14]=[CH:13][CH:12]=1. The catalyst is C(#N)C. The product is [Br-:10].[C:24]1([P+:17]([C:11]2[CH:12]=[CH:13][CH:14]=[CH:15][CH:16]=2)([C:18]2[CH:23]=[CH:22][CH:21]=[CH:20][CH:19]=2)[CH2:4][C:3]2[CH:6]=[CH:7][CH:8]=[CH:9][C:2]=2[NH2:1])[CH:25]=[CH:26][CH:27]=[CH:28][CH:29]=1. The yield is 0.880. (3) The reactants are Cl[C:2]1[N:10]2[C:6](=[N:7][C:8]3[CH:14]=[CH:13][CH:12]=[CH:11][C:9]=32)[C:5]([C:15]#[N:16])=[C:4]([CH3:17])[C:3]=1[CH2:18][CH2:19][CH2:20][CH2:21][CH2:22][CH3:23].Cl.Cl.[CH3:26][N:27]([CH2:29][CH:30]1[CH2:33][NH:32][CH2:31]1)[CH3:28].C(N(CC)CC)C. The catalyst is CN(C)C=O. The product is [CH2:18]([C:3]1[C:4]([CH3:17])=[C:5]([C:15]#[N:16])[C:6]2[N:10]([C:2]=1[N:32]1[CH2:33][CH:30]([CH2:29][N:27]([CH3:28])[CH3:26])[CH2:31]1)[C:9]1[CH:11]=[CH:12][CH:13]=[CH:14][C:8]=1[N:7]=2)[CH2:19][CH2:20][CH2:21][CH2:22][CH3:23]. The yield is 0.250. (4) The reactants are O[C:2]1[C:10]([CH:11]([CH3:13])[CH3:12])=[CH:9][CH:8]=[CH:7][C:3]=1C(O)=O.[C:14](=[O:17])([O-])[O-:15].[K+].[K+].I[CH3:21].[S].CN([CH:26]=[O:27])C. No catalyst specified. The product is [CH3:21][O:15][C:14](=[O:17])[C:8]1[CH:7]=[CH:3][CH:2]=[C:10]([CH:11]([CH3:13])[CH3:12])[C:9]=1[O:27][CH3:26]. The yield is 0.790. (5) The reactants are [Br:1][CH2:2][C:3]([C:5]1[C:6](=[O:20])[O:7][C:8]2[C:13]([CH:14]=1)=[CH:12][CH:11]=[C:10]([CH2:15][CH2:16][CH2:17][CH2:18][OH:19])[CH:9]=2)=O.[CH3:21][C:22]1[C:23]([NH2:29])=[N:24][CH:25]=[C:26]([CH3:28])[N:27]=1. The catalyst is CC#N. The product is [BrH:1].[CH3:28][C:26]1[N:27]=[C:22]([CH3:21])[C:23]2[N:24]([CH:2]=[C:3]([C:5]3[C:6](=[O:20])[O:7][C:8]4[C:13]([CH:14]=3)=[CH:12][CH:11]=[C:10]([CH2:15][CH2:16][CH2:17][CH2:18][OH:19])[CH:9]=4)[N:29]=2)[CH:25]=1. The yield is 0.660. (6) The reactants are C1C(=O)N([Br:8])C(=O)C1.[CH3:9][O:10][C:11]1[CH:12]=[C:13]([CH:16]=[CH:17][C:18]=1[CH3:19])[C:14]#[N:15]. The catalyst is C(Cl)(Cl)(Cl)Cl.C(OOC(=O)C1C=CC=CC=1)(=O)C1C=CC=CC=1. The product is [Br:8][CH2:19][C:18]1[CH:17]=[CH:16][C:13]([C:14]#[N:15])=[CH:12][C:11]=1[O:10][CH3:9]. The yield is 0.870. (7) The reactants are [Si]([O:8][C@@H:9]1[C@@:26]2([CH3:27])[C:13](=[CH:14][CH:15]=[C:16]3[C@@H:25]2[CH2:24][CH2:23][C@@:21]2([CH3:22])[C@H:17]3[CH2:18][CH:19]=[C:20]2[CH2:28][O:29][CH2:30][C:31]([CH2:35][CH3:36])([OH:34])[CH2:32][CH3:33])[CH2:12][C@@H:11]([O:37][Si](C(C)(C)C)(C)C)[CH2:10]1)(C(C)(C)C)(C)C.O1CCCC1.[F-].C([N+](CCCC)(CCCC)CCCC)CCC. The catalyst is O1CCCC1. The product is [CH2:32]([C:31]([OH:34])([CH2:35][CH3:36])[CH2:30][O:29][CH2:28][C:20]1[C@:21]2([CH2:23][CH2:24][C@H:25]3[C:16](=[CH:15][CH:14]=[C:13]4[C@:26]3([CH3:27])[C@@H:9]([OH:8])[CH2:10][C@H:11]([OH:37])[CH2:12]4)[C@@H:17]2[CH2:18][CH:19]=1)[CH3:22])[CH3:33]. The yield is 0.720.